From a dataset of Full USPTO retrosynthesis dataset with 1.9M reactions from patents (1976-2016). Predict the reactants needed to synthesize the given product. (1) Given the product [Cl:14][C:15]1[N:16]=[CH:17][N:18]=[C:19]([NH:1][C:2]2[CH:12]=[C:11]([CH3:13])[C:5]3[N:6]([CH3:10])[C:7](=[O:9])[O:8][C:4]=3[CH:3]=2)[CH:20]=1, predict the reactants needed to synthesize it. The reactants are: [NH2:1][C:2]1[CH:12]=[C:11]([CH3:13])[C:5]2[N:6]([CH3:10])[C:7](=[O:9])[O:8][C:4]=2[CH:3]=1.[Cl:14][C:15]1[CH:20]=[C:19](Cl)[N:18]=[CH:17][N:16]=1. (2) Given the product [CH2:15]([O:14][CH2:13][CH2:12][NH:30][C@H:27]1[CH2:26][CH2:25][C@H:24]([NH:23][C:16](=[O:17])[O:18][C:19]([CH3:22])([CH3:21])[CH3:20])[CH2:29][CH2:28]1)[CH3:31], predict the reactants needed to synthesize it. The reactants are: CC1C=CC(S(O[CH2:12][CH2:13][O:14][CH3:15])(=O)=O)=CC=1.[C:16]([NH:23][C@H:24]1[CH2:29][CH2:28][C@H:27]([NH2:30])[CH2:26][CH2:25]1)([O:18][C:19]([CH3:22])([CH3:21])[CH3:20])=[O:17].[C:31](#N)C. (3) Given the product [N+:8]([C:7]1[CH:6]=[CH:5][CH:4]=[C:3]([S:11]([N:17]2[CH2:18][CH2:20][CH2:23][CH2:21]2)(=[O:13])=[O:12])[C:2]=1[OH:1])([O-:10])=[O:9], predict the reactants needed to synthesize it. The reactants are: [OH:1][C:2]1[C:7]([N+:8]([O-:10])=[O:9])=[CH:6][CH:5]=[CH:4][C:3]=1[S:11](Cl)(=[O:13])=[O:12].C([N:17]([CH:21]([CH3:23])C)[CH:18]([CH3:20])C)C.N1CCCC1.Cl. (4) Given the product [Br:1][CH:2]([C:3]1[N:4]=[N:5][N:6]([C:8]2[CH:13]=[CH:12][CH:11]=[C:10]([Cl:14])[CH:9]=2)[N:7]=1)[CH3:16], predict the reactants needed to synthesize it. The reactants are: [Br:1][CH2:2][C:3]1[N:4]=[N:5][N:6]([C:8]2[CH:13]=[CH:12][CH:11]=[C:10]([Cl:14])[CH:9]=2)[N:7]=1.Cl[C:16]1C=C(N2N=NC(C(O)C)=N2)C=CC=1. (5) Given the product [C:22]([C:8]1[C:7]2[C:11](=[CH:12][C:4]([N+:1]([O-:3])=[O:2])=[CH:5][CH:6]=2)[NH:10][CH:9]=1)([CH3:25])([CH3:24])[CH3:23], predict the reactants needed to synthesize it. The reactants are: [N+:1]([C:4]1[CH:12]=[C:11]2[C:7]([CH:8]=[CH:9][NH:10]2)=[CH:6][CH:5]=1)([O-:3])=[O:2].CCN(C(C)C)C(C)C.[C:22](Br)([CH3:25])([CH3:24])[CH3:23]. (6) Given the product [Br:21][C:22]1[CH:23]=[C:24]([N:7]([C:1]2[CH:6]=[CH:5][CH:4]=[CH:3][CH:2]=2)[C:8]2[CH:20]=[CH:19][C:11]3[O:12][C:13]4[CH:18]=[CH:17][CH:16]=[CH:15][C:14]=4[C:10]=3[CH:9]=2)[CH:25]=[CH:26][CH:27]=1, predict the reactants needed to synthesize it. The reactants are: [C:1]1([NH:7][C:8]2[CH:20]=[CH:19][C:11]3[O:12][C:13]4[CH:18]=[CH:17][CH:16]=[CH:15][C:14]=4[C:10]=3[CH:9]=2)[CH:6]=[CH:5][CH:4]=[CH:3][CH:2]=1.[Br:21][C:22]1[CH:27]=[CH:26][CH:25]=[C:24](I)[CH:23]=1.C1(P(C2C=CC=CC=2)C2C=CC=CC=2)C=CC=CC=1.CC(C)([O-])C.[Na+]. (7) Given the product [C:18]([O:22][C:23](=[O:43])[CH2:24][CH2:25][C:26]1[CH:31]=[CH:30][C:29]([O:32][CH2:2][CH2:3][CH2:4][O:5][C:6]2[CH:11]=[CH:10][C:9]([C:12]3[CH:17]=[CH:16][CH:15]=[CH:14][CH:13]=3)=[CH:8][CH:7]=2)=[CH:28][C:27]=1[CH2:33][NH:34][C:35](=[O:42])[C:36]1[CH:37]=[CH:38][CH:39]=[CH:40][CH:41]=1)([CH3:21])([CH3:19])[CH3:20], predict the reactants needed to synthesize it. The reactants are: Br[CH2:2][CH2:3][CH2:4][O:5][C:6]1[CH:11]=[CH:10][C:9]([C:12]2[CH:17]=[CH:16][CH:15]=[CH:14][CH:13]=2)=[CH:8][CH:7]=1.[C:18]([O:22][C:23](=[O:43])[CH2:24][CH2:25][C:26]1[CH:31]=[CH:30][C:29]([OH:32])=[CH:28][C:27]=1[CH2:33][NH:34][C:35](=[O:42])[C:36]1[CH:41]=[CH:40][CH:39]=[CH:38][CH:37]=1)([CH3:21])([CH3:20])[CH3:19].C([O-])([O-])=O.[K+].[K+]. (8) Given the product [F:14][C:2]([F:1])([F:13])[C:3]1[CH:12]=[CH:11][C:6]2[N:7]([CH2:39][C:30]([OH:29])=[O:45])[C:8](=[N:10][C:20](=[O:21])[C:19]3[CH:23]=[CH:24][CH:25]=[C:17]([C:16]([F:27])([F:26])[F:15])[CH:18]=3)[S:9][C:5]=2[CH:4]=1, predict the reactants needed to synthesize it. The reactants are: [F:1][C:2]([F:14])([F:13])[C:3]1[CH:12]=[CH:11][C:6]2[N:7]=[C:8]([NH2:10])[S:9][C:5]=2[CH:4]=1.[F:15][C:16]([F:27])([F:26])[C:17]1[CH:18]=[C:19]([CH:23]=[CH:24][CH:25]=1)[C:20](Cl)=[O:21].C[O:29][C:30]1[CH:39]=CC2N=C(N)SC=2C=1.ClC1C=C(C=CC=1)C(Cl)=[O:45]. (9) Given the product [CH3:10][O:9][C:7]([C:4]1[C:3]([CH3:11])=[C:2]([C:24]2[CH2:23][N:22]([C:25]([O:27][C:28]([CH3:31])([CH3:30])[CH3:29])=[O:26])[CH2:21][CH:20]=2)[S:6][CH:5]=1)=[O:8], predict the reactants needed to synthesize it. The reactants are: Br[C:2]1[S:6][CH:5]=[C:4]([C:7]([O:9][CH3:10])=[O:8])[C:3]=1[CH3:11].CC1(C)C(C)(C)OB([C:20]2[CH2:21][N:22]([C:25]([O:27][C:28]([CH3:31])([CH3:30])[CH3:29])=[O:26])[CH2:23][CH:24]=2)O1.CN(C=O)C.C([O-])([O-])=O.[Na+].[Na+].